This data is from Full USPTO retrosynthesis dataset with 1.9M reactions from patents (1976-2016). The task is: Predict the reactants needed to synthesize the given product. Given the product [C:19]([CH2:18][S:1][C:2]1[CH:7]=[CH:6][C:5]([CH2:8][C:9]#[N:10])=[CH:4][CH:3]=1)#[N:20], predict the reactants needed to synthesize it. The reactants are: [SH:1][C:2]1[CH:7]=[CH:6][C:5]([CH2:8][C:9]#[N:10])=[CH:4][CH:3]=1.C(=O)([O-])[O-].[K+].[K+].Br[CH2:18][C:19]#[N:20].